Dataset: Forward reaction prediction with 1.9M reactions from USPTO patents (1976-2016). Task: Predict the product of the given reaction. Given the reactants F[B-](F)(F)F.F[B-](F)(F)F.ClC[N+]12CC[N+]([F:21])(CC1)CC2.[Cl:22][C:23]1[CH:24]=[C:25]2[C:30](=[CH:31][N:32]=1)[N:29]=[CH:28][CH:27]=[C:26]2[N:33]1[CH2:38][CH2:37][CH2:36][C@H:35]([NH:39][C:40](=[O:46])[O:41][C:42]([CH3:45])([CH3:44])[CH3:43])[CH2:34]1, predict the reaction product. The product is: [Cl:22][C:23]1[CH:24]=[C:25]2[C:30](=[CH:31][N:32]=1)[N:29]=[CH:28][C:27]([F:21])=[C:26]2[N:33]1[CH2:38][CH2:37][CH2:36][C@H:35]([NH:39][C:40](=[O:46])[O:41][C:42]([CH3:43])([CH3:45])[CH3:44])[CH2:34]1.